Dataset: Forward reaction prediction with 1.9M reactions from USPTO patents (1976-2016). Task: Predict the product of the given reaction. (1) The product is: [F:13][C:12]1[CH:11]=[C:10]([C:14]([OH:17])([CH3:16])[CH3:15])[CH:9]=[C:8]([F:18])[C:7]=1[C:5]1[S:6][C:2]([NH:1][C:23]2[CH:24]=[CH:25][C:26]([C:30]([OH:33])([CH3:31])[CH3:32])=[C:27]([CH3:29])[N:28]=2)=[C:3]([C:19]([NH2:21])=[O:20])[N:4]=1. Given the reactants [NH2:1][C:2]1[S:6][C:5]([C:7]2[C:12]([F:13])=[CH:11][C:10]([C:14]([OH:17])([CH3:16])[CH3:15])=[CH:9][C:8]=2[F:18])=[N:4][C:3]=1[C:19]([NH2:21])=[O:20].Cl[C:23]1[N:28]=[C:27]([CH3:29])[C:26]([C:30]([OH:33])([CH3:32])[CH3:31])=[CH:25][CH:24]=1.CC(C1C=C(C(C)C)C(C2C=CC=CC=2P(C2CCCCC2)C2CCCCC2)=C(C(C)C)C=1)C.C(=O)([O-])[O-].[K+].[K+].C(O)(CC)(C)C, predict the reaction product. (2) Given the reactants Cl.[CH3:2]N(C)CCCN=C=NCC.[N:13]1([C:19]2[N:24]=[C:23]([CH2:25][C:26](=[O:42])[N:27]3[C:35]4[C:30](=[C:31](C5C=NC=CC=5)[CH:32]=[CH:33][CH:34]=4)[CH2:29][CH2:28]3)[NH:22][C:21](=[O:43])[CH:20]=2)[CH2:18][CH2:17][O:16][CH2:15][CH2:14]1.N1(C2N=C(CC([O-])=O)NC(=O)C=2)CCOCC1.[Na+].[OH2:62], predict the reaction product. The product is: [OH:62][CH2:2][CH:28]1[CH2:29][C:30]2[C:35](=[CH:34][CH:33]=[CH:32][CH:31]=2)[N:27]1[C:26](=[O:42])[CH2:25][C:23]1[NH:22][C:21](=[O:43])[CH:20]=[C:19]([N:13]2[CH2:14][CH2:15][O:16][CH2:17][CH2:18]2)[N:24]=1.